Dataset: Peptide-MHC class II binding affinity with 134,281 pairs from IEDB. Task: Regression. Given a peptide amino acid sequence and an MHC pseudo amino acid sequence, predict their binding affinity value. This is MHC class II binding data. (1) The peptide sequence is DIKLIDVEMTREASR. The MHC is DRB1_0101 with pseudo-sequence DRB1_0101. The binding affinity (normalized) is 0.427. (2) The peptide sequence is EDVKNAIGVLIGGLE. The MHC is DRB5_0101 with pseudo-sequence DRB5_0101. The binding affinity (normalized) is 0.192.